This data is from Full USPTO retrosynthesis dataset with 1.9M reactions from patents (1976-2016). The task is: Predict the reactants needed to synthesize the given product. (1) The reactants are: Cl.Cl.[NH2:3][C@H:4]1[CH2:9][CH2:8][C@H:7]([CH2:10][CH2:11][N:12]2[CH2:16][C@H:15]3[C:17]4[CH:18]=[C:19]([C:25]#[N:26])[CH:20]=[CH:21][C:22]=4[O:23][CH2:24][C@@H:14]3[CH2:13]2)[CH2:6][CH2:5]1.[CH3:27][CH2:28][O:29][C:30]1[C:34](=O)[C:32](=[O:33])[C:31]=1[O:36]CC.O. Given the product [CH2:28]([O:29][C:30]1[C:31](=[O:36])[C:32](=[O:33])[C:34]=1[NH:3][C@H:4]1[CH2:9][CH2:8][C@H:7]([CH2:10][CH2:11][N:12]2[CH2:16][C@H:15]3[C:17]4[CH:18]=[C:19]([C:25]#[N:26])[CH:20]=[CH:21][C:22]=4[O:23][CH2:24][C@@H:14]3[CH2:13]2)[CH2:6][CH2:5]1)[CH3:27], predict the reactants needed to synthesize it. (2) Given the product [CH3:1][N:2]([CH2:9][CH2:10][O:11][C:12]1[CH:25]=[CH:24][C:15]([CH2:16][CH:17]2[S:21][C:20](=[O:22])[NH:19][C:18]2=[O:23])=[CH:14][CH:13]=1)[C:3]1[CH:8]=[CH:7][CH:6]=[CH:5][N:4]=1.[C@H:31]([OH:40])([C:37]([OH:39])=[O:38])[C@H:32]([OH:36])[C:33]([OH:35])=[O:34], predict the reactants needed to synthesize it. The reactants are: [CH3:1][N:2]([CH2:9][CH2:10][O:11][C:12]1[CH:25]=[CH:24][C:15]([CH2:16][CH:17]2[S:21][C:20](=[O:22])[NH:19][C:18]2=[O:23])=[CH:14][CH:13]=1)[C:3]1[CH:8]=[CH:7][CH:6]=[CH:5][N:4]=1.O1CCCC1.[C@H:31]([OH:40])([C:37]([OH:39])=[O:38])[C@H:32]([OH:36])[C:33]([OH:35])=[O:34]. (3) Given the product [CH3:34][C@@H:29]1[N:28]([CH3:27])[CH2:33][CH2:32][N:31]([C:19]([C:18]2[CH:22]=[CH:23][C:15]([N:12]3[C:13]([OH:14])=[C:9]([C:6]4[CH:7]=[CH:8][C:3]([C:1]#[N:2])=[CH:4][C:5]=4[CH3:24])[CH:10]=[N:11]3)=[N:16][CH:17]=2)=[O:20])[CH2:30]1, predict the reactants needed to synthesize it. The reactants are: [C:1]([C:3]1[CH:8]=[CH:7][C:6]([C:9]2[CH:10]=[N:11][N:12]([C:15]3[CH:23]=[CH:22][C:18]([C:19](O)=[O:20])=[CH:17][N:16]=3)[C:13]=2[OH:14])=[C:5]([CH3:24])[CH:4]=1)#[N:2].Cl.Cl.[CH3:27][N:28]1[CH2:33][CH2:32][NH:31][CH2:30][C@@H:29]1[CH3:34]. (4) Given the product [F:14][C:15]1[C:20]2[CH2:21][CH2:22][O:23][C:19]=2[C:18]([O:24][CH3:25])=[CH:17][C:16]=1[CH:26]([NH:13][C:10]1[CH:11]=[CH:12][C:7]([C:4]2[N:3]=[C:2]([CH3:1])[O:6][N:5]=2)=[CH:8][CH:9]=1)[C:32]#[N:33], predict the reactants needed to synthesize it. The reactants are: [CH3:1][C:2]1[O:6][N:5]=[C:4]([C:7]2[CH:12]=[CH:11][C:10]([NH2:13])=[CH:9][CH:8]=2)[N:3]=1.[F:14][C:15]1[C:20]2[CH2:21][CH2:22][O:23][C:19]=2[C:18]([O:24][CH3:25])=[CH:17][C:16]=1[CH:26]=O.C[Si]([C:32]#[N:33])(C)C.C(S([O-])(=O)=O)(F)(F)F.C(S([O-])(=O)=O)(F)(F)F.C(S([O-])(=O)=O)(F)(F)F.[Yb+3]. (5) Given the product [CH:2]([C:5]1[CH:6]=[C:7]2[C:12](=[CH:13][C:14]=1[O:15][CH3:16])[N:11]=[CH:10][CH:9]=[C:8]2[O:17][CH2:18][CH2:19][N:20]1[C:25](=[O:26])[CH:24]=[CH:23][C:22]([C:27]2[CH:28]=[C:29]([CH2:33][NH:34][C:35](=[O:41])[O:36][C:37]([CH3:39])([CH3:38])[CH3:40])[CH:30]=[CH:31][CH:32]=2)=[N:21]1)=[O:1], predict the reactants needed to synthesize it. The reactants are: [OH:1][CH:2]([C:5]1[CH:6]=[C:7]2[C:12](=[CH:13][C:14]=1[O:15][CH3:16])[N:11]=[CH:10][CH:9]=[C:8]2[O:17][CH2:18][CH2:19][N:20]1[C:25](=[O:26])[CH:24]=[CH:23][C:22]([C:27]2[CH:28]=[C:29]([CH2:33][NH:34][C:35](=[O:41])[O:36][C:37]([CH3:40])([CH3:39])[CH3:38])[CH:30]=[CH:31][CH:32]=2)=[N:21]1)CO.C1COCC1.CO.